This data is from Catalyst prediction with 721,799 reactions and 888 catalyst types from USPTO. The task is: Predict which catalyst facilitates the given reaction. (1) Reactant: [CH3:1][C:2]1([NH:21][C:22]2[N:27]=[CH:26][C:25]([C:28]([F:31])([F:30])[F:29])=[CH:24][N:23]=2)[CH2:6][CH2:5][CH2:4][CH:3]1[NH:7]C(=O)O[C@@H]1C[C@H](C)CC[C@H]1C(C)C.Br. Product: [CH3:1][C:2]1([NH:21][C:22]2[N:23]=[CH:24][C:25]([C:28]([F:31])([F:29])[F:30])=[CH:26][N:27]=2)[CH2:6][CH2:5][CH2:4][CH:3]1[NH2:7]. The catalyst class is: 15. (2) Product: [CH3:21][C:20]([CH3:23])([CH3:22])[CH2:19][CH2:18][C:9]1([C:13]([O:15][CH3:16])=[O:14])[CH2:10][CH2:11][CH2:12][C:8]1=[O:7]. The catalyst class is: 11. Reactant: C(=O)([O-])[O-].[K+].[K+].[O:7]=[C:8]1[CH2:12][CH2:11][CH2:10][CH:9]1[C:13]([O:15][CH3:16])=[O:14].Br[CH2:18][CH2:19][C:20]([CH3:23])([CH3:22])[CH3:21]. (3) Reactant: [S:1]([O-:4])([O-])=[O:2].[Na+:5].[Na+].O.C(=O)(O)[O-].[Na+].[CH3:13][C:14]1(S(Cl)(=O)=O)[CH2:18][CH:17]=[C:16]([C:19]2[CH:24]=[CH:23][C:22]([C:25]([F:28])([F:27])[F:26])=[CH:21][CH:20]=2)[S:15]1. Product: [Na+:5].[CH3:13][C:14]1[S:15][C:16]([C:19]2[CH:24]=[CH:23][C:22]([C:25]([F:27])([F:26])[F:28])=[CH:21][CH:20]=2)=[CH:17][C:18]=1[S:1]([O-:4])=[O:2]. The catalyst class is: 175. (4) Product: [Cl:1][C:2]1[CH:3]=[C:4]([CH2:14][N:15]2[C:19]([CH3:20])=[CH:18][C:17]([NH2:21])=[N:16]2)[C:5]2[O:9][C:8]([CH:10]([CH3:12])[CH3:11])=[CH:7][C:6]=2[CH:13]=1. Reactant: [Cl:1][C:2]1[CH:3]=[C:4]([CH2:14][N:15]2[C:19]([CH3:20])=[CH:18][C:17]([NH:21]C(=O)OCC[Si](C)(C)C)=[N:16]2)[C:5]2[O:9][C:8]([CH:10]([CH3:12])[CH3:11])=[CH:7][C:6]=2[CH:13]=1.[F-].C([N+](CCCC)(CCCC)CCCC)CCC. The catalyst class is: 1. (5) Reactant: C(OC([N:8](C(OC(C)(C)C)=O)[C:9]1[C:10]([C:16]2[N:20](C(OC(C)(C)C)=O)[C:19]3[CH:28]=[C:29]([CH3:32])[CH:30]=[CH:31][C:18]=3[N:17]=2)=[N:11][C:12](Br)=[CH:13][N:14]=1)=O)(C)(C)C.[NH:40]1[CH2:45][CH2:44]S[CH2:42][CH2:41]1.C1C=C(Cl)C=C(C(OO)=O)C=1.C(O)(C(F)(F)F)=O.C([O-])([O-])=O.[Na+].[Na+].[O-:70][S:71]([O-:74])(=S)=O.[Na+].[Na+]. Product: [O:70]=[S:71]1(=[O:74])[CH2:44][CH2:45][N:40]([C:12]2[N:11]=[C:10]([C:16]3[NH:20][C:19]4[CH:28]=[C:29]([CH3:32])[CH:30]=[CH:31][C:18]=4[N:17]=3)[C:9]([NH2:8])=[N:14][CH:13]=2)[CH2:41][CH2:42]1. The catalyst class is: 31. (6) Reactant: C(SC1C(=CC=CC=1)C(Cl)=O)C1C=CC=CC=1.[CH3:18][O:19][C:20]1[CH:36]=[CH:35][C:23]([CH2:24][S:25][C:26]2[C:27](=[CH:31][CH:32]=[CH:33][CH:34]=2)[C:28]([OH:30])=O)=[CH:22][CH:21]=1.O=S(Cl)Cl.[CH3:41][N:42]1[CH2:47][CH2:46][NH:45][CH2:44][CH2:43]1. Product: [CH3:18][O:19][C:20]1[CH:21]=[CH:22][C:23]([CH2:24][S:25][C:26]2[C:27](=[CH:31][CH:32]=[CH:33][CH:34]=2)[C:28]([N:45]2[CH2:46][CH2:47][N:42]([CH3:41])[CH2:43][CH2:44]2)=[O:30])=[CH:35][CH:36]=1. The catalyst class is: 638. (7) The catalyst class is: 3. Product: [Br:22][C:23]1[C:28]([F:29])=[C:27]([CH:26]=[CH:25][C:24]=1[F:30])[CH:35]=[O:36]. Reactant: CC1(C)CCCC(C)(C)N1.C([Li])CCC.CCCCCC.[Br:22][C:23]1[C:28]([F:29])=[CH:27][CH:26]=[CH:25][C:24]=1[F:30].[Cl-].[NH4+].C1C[O:36][CH2:35]C1. (8) Reactant: [CH2:1]([NH:8][C:9]([C:11]1[S:15][C:14]([N:16](C)[C:17](=O)OC(C)(C)C)=[N:13][C:12]=1[CH3:25])=[O:10])[C:2]1[CH:7]=[CH:6][CH:5]=[CH:4][CH:3]=1.FC(F)(F)C(O)=O.C1(C)C=CC=CC=1. Product: [CH2:1]([NH:8][C:9]([C:11]1[S:15][C:14]([NH:16][CH3:17])=[N:13][C:12]=1[CH3:25])=[O:10])[C:2]1[CH:7]=[CH:6][CH:5]=[CH:4][CH:3]=1. The catalyst class is: 4.